From a dataset of Catalyst prediction with 721,799 reactions and 888 catalyst types from USPTO. Predict which catalyst facilitates the given reaction. (1) Reactant: [Cl:1][C:2]1[CH:3]=[CH:4][C:5]2[N:6]([C:8]([CH3:19])=[C:9]([NH:11][C:12](=[O:18])[O:13][C:14]([CH3:17])([CH3:16])[CH3:15])[N:10]=2)[CH:7]=1.[H-].[Na+].[C:22]1([S:28](Cl)(=[O:30])=[O:29])[CH:27]=[CH:26][CH:25]=[CH:24][CH:23]=1. Product: [C:14]([O:13][C:12]([N:11]([C:9]1[N:10]=[C:5]2[CH:4]=[CH:3][C:2]([Cl:1])=[CH:7][N:6]2[C:8]=1[CH3:19])[S:28]([C:22]1[CH:27]=[CH:26][C:25]([C:12]([O:13][CH3:14])=[O:18])=[CH:24][CH:23]=1)(=[O:30])=[O:29])=[O:18])([CH3:15])([CH3:16])[CH3:17]. The catalyst class is: 3. (2) Product: [Cl:19][CH2:20][CH2:21][NH:22][C:2]1[C:11]([N+:12]([O-:14])=[O:13])=[CH:10][C:5]([C:6]([O:8][CH3:9])=[O:7])=[CH:4][C:3]=1[N+:15]([O-:17])=[O:16]. The catalyst class is: 5. Reactant: Cl[C:2]1[C:11]([N+:12]([O-:14])=[O:13])=[CH:10][C:5]([C:6]([O:8][CH3:9])=[O:7])=[CH:4][C:3]=1[N+:15]([O-:17])=[O:16].Cl.[Cl:19][CH2:20][CH2:21][NH2:22].CCN(CC)CC. (3) Reactant: [Br:1][C:2]1[CH:3]=[CH:4][C:5]([CH:8]=[O:9])=[N:6][CH:7]=1.S([CH2:20][N+:21]#[C-:22])(C1C=CC(C)=CC=1)(=O)=O.C(=O)([O-])[O-].[K+].[K+]. Product: [O:9]1[C:8]([C:5]2[CH:4]=[CH:3][C:2]([Br:1])=[CH:7][N:6]=2)=[CH:22][N:21]=[CH:20]1. The catalyst class is: 5. (4) Reactant: [O:1]1[CH:5]=[CH:4][CH:3]=[C:2]1[C:6]1[CH:7]=[C:8]([CH2:12][CH2:13][C:14]([O:16]CC)=[O:15])[CH:9]=[CH:10][CH:11]=1.[Li+].[OH-]. Product: [O:1]1[CH:5]=[CH:4][CH:3]=[C:2]1[C:6]1[CH:7]=[C:8]([CH2:12][CH2:13][C:14]([OH:16])=[O:15])[CH:9]=[CH:10][CH:11]=1. The catalyst class is: 20.